This data is from Catalyst prediction with 721,799 reactions and 888 catalyst types from USPTO. The task is: Predict which catalyst facilitates the given reaction. (1) Reactant: C(=O)(O)[O-].[Na+].Cl.Cl.[CH3:8][C@@H:9]1[CH2:14][NH:13][CH2:12][CH2:11][N:10]1[C:15]1[N:20]=[CH:19][C:18]([OH:21])=[CH:17][N:16]=1.[N:22]#[C:23]Br. Product: [OH:21][C:18]1[CH:19]=[N:20][C:15]([N:10]2[CH2:11][CH2:12][N:13]([C:23]#[N:22])[CH2:14][C@H:9]2[CH3:8])=[N:16][CH:17]=1. The catalyst class is: 232. (2) Reactant: [Cu]([C:4]#[N:5])C#N.Br[C:7]1[CH:8]=[C:9]([C:18]([O:20][CH2:21][CH3:22])=[O:19])[C:10](=[CH:16][CH:17]=1)[C:11]([O:13][CH2:14][CH3:15])=[O:12]. Product: [C:4]([C:17]1[CH:16]=[C:10]([C:11]([O:13][CH2:14][CH3:15])=[O:12])[C:9](=[CH:8][CH:7]=1)[C:18]([O:20][CH2:21][CH3:22])=[O:19])#[N:5]. The catalyst class is: 60. (3) Reactant: [OH:1][C:2]1[CH:11]=[C:10]2[C:5]([C:6]([O:12][C:13]3[CH:18]=[CH:17][C:16]([O:19][CH3:20])=[CH:15][C:14]=3[C:21](=[O:23])[CH3:22])=[CH:7][CH:8]=[N:9]2)=[CH:4][C:3]=1[O:24][CH3:25].Br[CH2:27][CH2:28][CH2:29][Cl:30].C(=O)([O-])[O-].[K+].[K+].O. Product: [Cl:30][CH2:29][CH2:28][CH2:27][O:1][C:2]1[CH:11]=[C:10]2[C:5]([C:6]([O:12][C:13]3[CH:18]=[CH:17][C:16]([O:19][CH3:20])=[CH:15][C:14]=3[C:21](=[O:23])[CH3:22])=[CH:7][CH:8]=[N:9]2)=[CH:4][C:3]=1[O:24][CH3:25]. The catalyst class is: 9. (4) Reactant: [C:1]([O:5][CH2:6][CH3:7])(=[O:4])[CH:2]=[O:3].[C:8]([C:11]1[CH:16]=[CH:15][CH:14]=[CH:13][N:12]=1)(=[O:10])[CH3:9]. Product: [CH2:6]([O:5][C:1](=[O:4])[CH:2]([OH:3])[CH2:9][C:8](=[O:10])[C:11]1[CH:16]=[CH:15][CH:14]=[CH:13][N:12]=1)[CH3:7]. The catalyst class is: 11.